Dataset: Full USPTO retrosynthesis dataset with 1.9M reactions from patents (1976-2016). Task: Predict the reactants needed to synthesize the given product. (1) Given the product [N:1]1[C:10]2[C:5](=[CH:6][CH:7]=[CH:8][CH:9]=2)[CH:4]=[C:3]([CH2:11][S:12]([CH2:15][C@@H:16]([N:20]([OH:21])[CH:26]=[O:25])[CH:17]([CH3:19])[CH3:18])(=[O:14])=[O:13])[CH:2]=1, predict the reactants needed to synthesize it. The reactants are: [N:1]1[C:10]2[C:5](=[CH:6][CH:7]=[CH:8][CH:9]=2)[CH:4]=[C:3]([CH2:11][S:12](/[CH:15]=[CH:16]/[CH:17]([CH3:19])[CH3:18])(=[O:14])=[O:13])[CH:2]=1.[NH2:20][OH:21].C1[CH2:26][O:25]CC1. (2) Given the product [NH2:1][C:2]1[CH:29]=[CH:28][C:5]2[N:6]([C:9]3[S:13][C:12]([C:14]([NH2:30])=[O:16])=[C:11]([O:18][CH:19]([C:21]4[CH:26]=[CH:25][CH:24]=[CH:23][C:22]=4[Cl:27])[CH3:20])[CH:10]=3)[CH:7]=[N:8][C:4]=2[CH:3]=1, predict the reactants needed to synthesize it. The reactants are: [NH2:1][C:2]1[CH:29]=[CH:28][C:5]2[N:6]([C:9]3[S:13][C:12]([C:14]([O:16]C)=O)=[C:11]([O:18][CH:19]([C:21]4[CH:26]=[CH:25][CH:24]=[CH:23][C:22]=4[Cl:27])[CH3:20])[CH:10]=3)[CH:7]=[N:8][C:4]=2[CH:3]=1.[NH3:30]. (3) Given the product [O:30]1[CH2:31][CH2:32][N:27]([CH2:26][CH2:25][CH2:24][O:1][C:2]2[CH:7]=[CH:6][C:5]([CH2:8][CH2:9][CH2:10][CH2:11][C:12]3[CH:13]=[CH:14][C:15]([CH2:18][C:19]([O:21][CH3:22])=[O:20])=[CH:16][CH:17]=3)=[CH:4][CH:3]=2)[CH2:28][CH2:29]1, predict the reactants needed to synthesize it. The reactants are: [OH:1][C:2]1[CH:7]=[CH:6][C:5]([CH2:8][CH2:9][CH2:10][CH2:11][C:12]2[CH:17]=[CH:16][C:15]([CH2:18][C:19]([O:21][CH3:22])=[O:20])=[CH:14][CH:13]=2)=[CH:4][CH:3]=1.Cl[CH2:24][CH2:25][CH2:26][N:27]1[CH2:32][CH2:31][O:30][CH2:29][CH2:28]1.[I-].[Na+].C(=O)([O-])[O-].[K+].[K+].